This data is from NCI-60 drug combinations with 297,098 pairs across 59 cell lines. The task is: Regression. Given two drug SMILES strings and cell line genomic features, predict the synergy score measuring deviation from expected non-interaction effect. (1) Drug 1: COC1=C(C=C2C(=C1)N=CN=C2NC3=CC(=C(C=C3)F)Cl)OCCCN4CCOCC4. Drug 2: CC1CCC2CC(C(=CC=CC=CC(CC(C(=O)C(C(C(=CC(C(=O)CC(OC(=O)C3CCCCN3C(=O)C(=O)C1(O2)O)C(C)CC4CCC(C(C4)OC)OCCO)C)C)O)OC)C)C)C)OC. Cell line: HOP-92. Synergy scores: CSS=32.9, Synergy_ZIP=-4.11, Synergy_Bliss=3.09, Synergy_Loewe=6.26, Synergy_HSA=6.71. (2) Drug 1: CN1C(=O)N2C=NC(=C2N=N1)C(=O)N. Drug 2: CC1=C(N=C(N=C1N)C(CC(=O)N)NCC(C(=O)N)N)C(=O)NC(C(C2=CN=CN2)OC3C(C(C(C(O3)CO)O)O)OC4C(C(C(C(O4)CO)O)OC(=O)N)O)C(=O)NC(C)C(C(C)C(=O)NC(C(C)O)C(=O)NCCC5=NC(=CS5)C6=NC(=CS6)C(=O)NCCC[S+](C)C)O. Cell line: SF-295. Synergy scores: CSS=40.0, Synergy_ZIP=0.427, Synergy_Bliss=1.17, Synergy_Loewe=-15.9, Synergy_HSA=2.19.